From a dataset of Forward reaction prediction with 1.9M reactions from USPTO patents (1976-2016). Predict the product of the given reaction. (1) The product is: [NH2:1][C:4]1[CH:9]=[CH:8][N:7]2[CH:10]=[C:11]([C:13]([O:15][CH2:16][CH3:17])=[O:14])[N:12]=[C:6]2[CH:5]=1. Given the reactants [N+:1]([C:4]1[CH:9]=[CH:8][N:7]2[CH:10]=[C:11]([C:13]([O:15][CH2:16][CH3:17])=[O:14])[N:12]=[C:6]2[CH:5]=1)([O-])=O, predict the reaction product. (2) Given the reactants [CH:1]([S:4][C:5]1[NH:10][C:9](=[O:11])[CH:8]=[C:7]([C:12]([F:15])([F:14])[F:13])[N:6]=1)([CH3:3])[CH3:2].[I:16]N1C(=O)CCC1=O, predict the reaction product. The product is: [I:16][C:8]1[C:9](=[O:11])[NH:10][C:5]([S:4][CH:1]([CH3:3])[CH3:2])=[N:6][C:7]=1[C:12]([F:14])([F:15])[F:13]. (3) Given the reactants [CH:1]([C:3]1[CH:12]=[C:11]2[C:6]([CH:7]=[CH:8][N:9]=[C:10]2[O:13][C@H:14]2[CH2:18][N:17](C(OC(C)(C)C)=O)[C@H:16]([C:26]([O:28][CH3:29])=[O:27])[CH2:15]2)=[CH:5][CH:4]=1)=[CH2:2].[ClH:30], predict the reaction product. The product is: [Cl-:30].[CH3:29][O:28][C:26]([C@@H:16]1[CH2:15][C@@H:14]([O:13][C:10]2[C:11]3[C:6](=[CH:5][CH:4]=[C:3]([CH:1]=[CH2:2])[CH:12]=3)[CH:7]=[CH:8][N:9]=2)[CH2:18][NH2+:17]1)=[O:27]. (4) Given the reactants C(OC([N:8]1[CH2:13][CH2:12][N:11]([S:14]([C:17]2[CH:22]=[CH:21][C:20]([NH:23][C:24](=[O:29])[C:25]([F:28])([F:27])[F:26])=[CH:19][CH:18]=2)(=[O:16])=[O:15])[CH2:10][CH2:9]1)=O)(C)(C)C.[ClH:30], predict the reaction product. The product is: [ClH:30].[F:27][C:25]([F:26])([F:28])[C:24]([NH:23][C:20]1[CH:19]=[CH:18][C:17]([S:14]([N:11]2[CH2:10][CH2:9][NH:8][CH2:13][CH2:12]2)(=[O:16])=[O:15])=[CH:22][CH:21]=1)=[O:29]. (5) Given the reactants N#N.[NH:3]1[C:7]2[CH:8]=[CH:9][CH:10]=[CH:11][C:6]=2[N:5]=[C:4]1[C@H:12]([NH:22][C:23](=[O:35])[NH:24][CH:25]1[CH2:30][CH2:29][CH2:28][CH:27]([C:31]([O:33]C)=[O:32])[CH2:26]1)[CH2:13][C:14]1[CH:19]=[CH:18][C:17]([O:20][CH3:21])=[CH:16][CH:15]=1.C1COCC1.O.[OH-].[Li+:43], predict the reaction product. The product is: [NH:3]1[C:7]2[CH:8]=[CH:9][CH:10]=[CH:11][C:6]=2[N:5]=[C:4]1[C@H:12]([NH:22][C:23](=[O:35])[NH:24][CH:25]1[CH2:30][CH2:29][CH2:28][CH:27]([C:31]([O-:33])=[O:32])[CH2:26]1)[CH2:13][C:14]1[CH:15]=[CH:16][C:17]([O:20][CH3:21])=[CH:18][CH:19]=1.[Li+:43]. (6) The product is: [Cl:43][C:42]1[CH:41]=[CH:40][CH:39]=[C:38]([Cl:44])[C:37]=1[NH:36][C:29]1[CH:28]=[CH:27][CH:26]=[CH:31][C:30]=1[CH2:32][C:33]([O-:35])=[O:34].[CH2:15]([N+:12]([CH2:2][CH2:3][CH2:4][CH2:5][CH2:6][CH2:7][CH2:8][CH2:9][CH2:10][CH3:11])([CH3:14])[CH3:13])[CH2:16][CH2:17][CH2:18][CH2:19][CH2:20][CH2:21][CH2:22][CH2:23][CH3:24]. Given the reactants [Cl-].[CH2:2]([N+:12]([CH2:15][CH2:16][CH2:17][CH2:18][CH2:19][CH2:20][CH2:21][CH2:22][CH2:23][CH3:24])([CH3:14])[CH3:13])[CH2:3][CH2:4][CH2:5][CH2:6][CH2:7][CH2:8][CH2:9][CH2:10][CH3:11].O.[CH:26]1[CH:31]=[C:30]([CH2:32][C:33]([O-:35])=[O:34])[C:29]([NH:36][C:37]2[C:42]([Cl:43])=[CH:41][CH:40]=[CH:39][C:38]=2[Cl:44])=[CH:28][CH:27]=1.[Na+], predict the reaction product.